Dataset: Peptide-MHC class I binding affinity with 185,985 pairs from IEDB/IMGT. Task: Regression. Given a peptide amino acid sequence and an MHC pseudo amino acid sequence, predict their binding affinity value. This is MHC class I binding data. (1) The MHC is HLA-B08:01 with pseudo-sequence HLA-B08:01. The binding affinity (normalized) is 0.202. The peptide sequence is EKPPVRPIF. (2) The peptide sequence is YIEDELRRA. The MHC is HLA-A02:02 with pseudo-sequence HLA-A02:02. The binding affinity (normalized) is 0.309. (3) The binding affinity (normalized) is 0.0847. The MHC is HLA-A26:01 with pseudo-sequence HLA-A26:01. The peptide sequence is FTLSFGNST. (4) The peptide sequence is TRQQTSFPF. The MHC is HLA-B08:01 with pseudo-sequence HLA-B08:01. The binding affinity (normalized) is 0.213. (5) The peptide sequence is YLLGDSDSV. The MHC is HLA-A02:01 with pseudo-sequence HLA-A02:01. The binding affinity (normalized) is 0.935. (6) The peptide sequence is KFFMVHSLK. The MHC is HLA-A02:16 with pseudo-sequence HLA-A02:16. The binding affinity (normalized) is 0.0847. (7) The peptide sequence is MTIREFPRK. The MHC is HLA-A31:01 with pseudo-sequence HLA-A31:01. The binding affinity (normalized) is 0.575.